Dataset: Forward reaction prediction with 1.9M reactions from USPTO patents (1976-2016). Task: Predict the product of the given reaction. (1) The product is: [CH3:1][C:2]1[CH:3]=[CH:4][C:5]([CH2:6][NH:7][C:8](=[O:20])[CH2:9][CH2:10][C:11]2[CH:16]=[CH:15][C:14]([O:17][CH2:24][C:25]#[N:26])=[C:13]([O:18][CH3:19])[CH:12]=2)=[CH:21][CH:22]=1. Given the reactants [CH3:1][C:2]1[CH:22]=[CH:21][C:5]([CH2:6][NH:7][C:8](=[O:20])[CH2:9][CH2:10][C:11]2[CH:16]=[CH:15][C:14]([OH:17])=[C:13]([O:18][CH3:19])[CH:12]=2)=[CH:4][CH:3]=1.Cl[CH2:24][C:25]#[N:26], predict the reaction product. (2) The product is: [CH2:1]([O:3][C:4](=[O:15])[CH2:5][O:6][C:7]1[CH:12]=[CH:11][C:10]([O:13][CH2:22][CH2:21][C:17]2[S:16][CH:20]=[CH:19][CH:18]=2)=[CH:9][C:8]=1[CH3:14])[CH3:2]. Given the reactants [CH2:1]([O:3][C:4](=[O:15])[CH2:5][O:6][C:7]1[CH:12]=[CH:11][C:10]([OH:13])=[CH:9][C:8]=1[CH3:14])[CH3:2].[S:16]1[CH:20]=[CH:19][CH:18]=[C:17]1[CH2:21][CH2:22]O.C(P(CCCC)CCCC)CCC, predict the reaction product.